From a dataset of Full USPTO retrosynthesis dataset with 1.9M reactions from patents (1976-2016). Predict the reactants needed to synthesize the given product. (1) Given the product [CH2:1]([O:8][C:9]1[CH:14]=[CH:13][N:12]([C:17]2[N:18]([CH3:28])[C:19]([C:23]([O:25][CH2:26][CH3:27])=[O:24])=[C:20]([CH3:22])[N:21]=2)[C:11](=[O:15])[CH:10]=1)[C:2]1[CH:3]=[CH:4][CH:5]=[CH:6][CH:7]=1, predict the reactants needed to synthesize it. The reactants are: [CH2:1]([O:8][C:9]1[CH:14]=[CH:13][NH:12][C:11](=[O:15])[CH:10]=1)[C:2]1[CH:7]=[CH:6][CH:5]=[CH:4][CH:3]=1.Br[C:17]1[N:18]([CH3:28])[C:19]([C:23]([O:25][CH2:26][CH3:27])=[O:24])=[C:20]([CH3:22])[N:21]=1. (2) Given the product [NH2:1][C:4]1[CH:16]=[CH:15][C:7]([CH2:8][N:9]2[CH2:13][CH2:12][O:11][C:10]2=[O:14])=[CH:6][CH:5]=1, predict the reactants needed to synthesize it. The reactants are: [N+:1]([C:4]1[CH:16]=[CH:15][C:7]([CH2:8][N:9]2[CH2:13][CH2:12][O:11][C:10]2=[O:14])=[CH:6][CH:5]=1)([O-])=O.O.O.Cl[Sn]Cl.[OH-].[Na+].C(Cl)Cl. (3) Given the product [CH3:1][O:2][C:3](=[O:15])[CH2:4][C@H:5]1[C:9]2[CH:10]=[CH:11][C:12]([O:14][CH2:40][C:36]3[CH:35]=[C:34]([C:19]4[C:18]([CH2:16][CH3:17])=[CH:23][C:22]([O:24][CH2:25][CH2:26][CH2:27][S:28]([CH3:31])(=[O:29])=[O:30])=[CH:21][C:20]=4[CH2:32][CH3:33])[CH:39]=[CH:38][CH:37]=3)=[CH:13][C:8]=2[O:7][CH2:6]1, predict the reactants needed to synthesize it. The reactants are: [CH3:1][O:2][C:3](=[O:15])[CH2:4][C@H:5]1[C:9]2[CH:10]=[CH:11][C:12]([OH:14])=[CH:13][C:8]=2[O:7][CH2:6]1.[CH2:16]([C:18]1[CH:23]=[C:22]([O:24][CH2:25][CH2:26][CH2:27][S:28]([CH3:31])(=[O:30])=[O:29])[CH:21]=[C:20]([CH2:32][CH3:33])[C:19]=1[C:34]1[CH:39]=[CH:38][CH:37]=[C:36]([CH2:40]O)[CH:35]=1)[CH3:17].C(P(CCCC)CCCC)CCC.N(C(N1CCCCC1)=O)=NC(N1CCCCC1)=O. (4) Given the product [Cl:32][C:26]1[CH:27]=[C:28]([Cl:31])[CH:29]=[CH:30][C:25]=1[C:13]1[N:14]([C:18]2[CH:19]=[CH:20][C:21]([O:24][S:44]([CH2:43][CH2:42][C:41]([F:49])([F:48])[F:40])(=[O:46])=[O:45])=[CH:22][CH:23]=2)[C:15]([CH2:16][OH:17])=[C:11]([C:9](=[O:10])[NH:8][C@@H:3]2[CH2:4][CH2:5][CH2:6][CH2:7][C@@H:2]2[OH:1])[N:12]=1, predict the reactants needed to synthesize it. The reactants are: [OH:1][CH:2]1[CH2:7][CH2:6][CH2:5][CH2:4][CH:3]1[NH:8][C:9]([C:11]1[N:12]=[C:13]([C:25]2[CH:30]=[CH:29][C:28]([Cl:31])=[CH:27][C:26]=2[Cl:32])[N:14]([C:18]2[CH:23]=[CH:22][C:21]([OH:24])=[CH:20][CH:19]=2)[C:15]=1[CH2:16][OH:17])=[O:10].C(N(CC)CC)C.[F:40][C:41]([F:49])([F:48])[CH2:42][CH2:43][S:44](Cl)(=[O:46])=[O:45]. (5) Given the product [Br:1][C:2]1[CH:3]=[C:4]([CH:15]=[CH:16][CH:17]=1)[O:5][C:6]1[CH:7]=[CH:8][C:9]([C:10]([NH:25][C:28]2[CH:8]=[C:9]([CH:10]=[CH:36][C:35]=2[NH:32][CH:33]2[CH2:34][CH2:16][CH2:17][CH2:2][CH2:3]2)[C:13]([O:22][CH2:18][CH3:19])=[O:29])=[O:12])=[CH:13][CH:14]=1, predict the reactants needed to synthesize it. The reactants are: [Br:1][C:2]1[CH:3]=[C:4]([CH:15]=[CH:16][CH:17]=1)[O:5][C:6]1[CH:14]=[CH:13][C:9]([C:10]([OH:12])=O)=[CH:8][CH:7]=1.[C:18](Cl)(=[O:22])[C:19](Cl)=O.C[N:25]([CH3:28])C=O.[OH2:29].C([N:32]([CH2:35][CH3:36])[CH2:33][CH3:34])C. (6) Given the product [N:1]1([C:16]2([C:25]#[N:26])[CH2:17][CH2:18][CH:13]([CH2:12][O:11][CH2:10][C:9]#[C:8][Si:7]([CH2:22][CH3:23])([CH2:20][CH3:21])[CH2:5][CH3:6])[CH2:14][CH2:15]2)[CH2:4][CH2:3][CH2:2]1, predict the reactants needed to synthesize it. The reactants are: [NH:1]1[CH2:4][CH2:3][CH2:2]1.[CH2:5]([Si:7]([CH2:22][CH3:23])([CH2:20][CH3:21])[C:8]#[C:9][CH2:10][O:11][CH2:12][CH:13]1[CH2:18][CH2:17][C:16](=O)[CH2:15][CH2:14]1)[CH3:6].Cl.[C-:25]#[N:26].[K+]. (7) Given the product [Cl:26][C:13]1[CH:12]=[C:11]([NH:10][C:9]2[C:4]3[CH:3]=[C:2]([C:3]#[C:4][CH2:5][NH:6][C:34](=[O:36])[CH2:33][C:30]4[CH:31]=[CH:32][S:28][CH:29]=4)[S:27][C:5]=3[N:6]=[CH:7][N:8]=2)[CH:16]=[CH:15][C:14]=1[O:17][CH2:18][C:19]1[CH:24]=[CH:23][CH:22]=[C:21]([F:25])[CH:20]=1, predict the reactants needed to synthesize it. The reactants are: Br[C:2]1[S:27][C:5]2[N:6]=[CH:7][N:8]=[C:9]([NH:10][C:11]3[CH:16]=[CH:15][C:14]([O:17][CH2:18][C:19]4[CH:24]=[CH:23][CH:22]=[C:21]([F:25])[CH:20]=4)=[C:13]([Cl:26])[CH:12]=3)[C:4]=2[CH:3]=1.[S:28]1[CH:32]=[CH:31][C:30]([CH2:33][C:34]([OH:36])=O)=[CH:29]1.